From a dataset of Full USPTO retrosynthesis dataset with 1.9M reactions from patents (1976-2016). Predict the reactants needed to synthesize the given product. (1) Given the product [CH2:1]([S:8]([C:9]1[N:10]=[C:11]([NH:19][C@@H:20]([CH2:24][OH:25])[CH2:21][CH2:22][CH3:23])[C:12]2[S:17][C:16](=[O:18])[NH:15][C:13]=2[N:14]=1)(=[O:27])=[O:34])[C:2]1[CH:3]=[CH:4][CH:5]=[CH:6][CH:7]=1, predict the reactants needed to synthesize it. The reactants are: [CH2:1]([S:8][C:9]1[N:10]=[C:11]([NH:19][C@@H:20]([CH2:24][OH:25])[CH2:21][CH2:22][CH3:23])[C:12]2[S:17][C:16](=[O:18])[NH:15][C:13]=2[N:14]=1)[C:2]1[CH:7]=[CH:6][CH:5]=[CH:4][CH:3]=1.S([O-])(O[O-])(=O)=[O:27].[K+].[K+].[OH2:34]. (2) Given the product [CH3:20][C:12]1([N:11]2[C:3](=[O:9])[C:4]3=[CH:8][S:7][CH:6]=[C:5]3[C:1]2=[O:10])[CH2:17][CH2:16][C:15](=[O:18])[NH:14][C:13]1=[O:19], predict the reactants needed to synthesize it. The reactants are: [C:1]1(=[O:10])[C:5]2=[CH:6][S:7][CH:8]=[C:4]2[C:3](=[O:9])O1.[NH2:11][C:12]1([CH3:20])[CH2:17][CH2:16][C:15](=[O:18])[NH:14][C:13]1=[O:19].C1N=CN(C(N2C=NC=C2)=O)C=1. (3) Given the product [Cl:26][C:10]1[C:11]2[O:15][CH:14]=[CH:13][C:12]=2[C:7]([C:1]2[CH:6]=[CH:5][CH:4]=[CH:3][CH:2]=2)=[N:8][N:9]=1, predict the reactants needed to synthesize it. The reactants are: [C:1]1([C:7]2[C:12]3[CH:13]=[CH:14][O:15][C:11]=3[C:10](O)=[N:9][N:8]=2)[CH:6]=[CH:5][CH:4]=[CH:3][CH:2]=1.N1C=CC=CC=1.O.O=P(Cl)(Cl)[Cl:26].